From a dataset of Forward reaction prediction with 1.9M reactions from USPTO patents (1976-2016). Predict the product of the given reaction. Given the reactants [F:1][C:2]([F:14])([F:13])[C:3]1[C:7]([C:8]([O:10][CH2:11][CH3:12])=[O:9])=[CH:6][NH:5][N:4]=1.[F:15][C:16]1[CH:21]=[CH:20][C:19](B(O)O)=[CH:18][CH:17]=1.N1C=CC=CC=1, predict the reaction product. The product is: [F:15][C:16]1[CH:21]=[CH:20][C:19]([N:5]2[CH:6]=[C:7]([C:8]([O:10][CH2:11][CH3:12])=[O:9])[C:3]([C:2]([F:1])([F:13])[F:14])=[N:4]2)=[CH:18][CH:17]=1.